Dataset: Reaction yield outcomes from USPTO patents with 853,638 reactions. Task: Predict the reaction yield, written as a fraction of the theoretical maximum amount of product (1.0 means a 100% yield; for example, 0.34 means a 34% yield). (1) The reactants are [C:1]([NH:4][C:5]1[CH:10]=[CH:9][C:8]([C:11](=[O:13])[CH3:12])=[CH:7][CH:6]=1)(=[O:3])[CH3:2].[Br:14]Br. The catalyst is C(O)(=O)C. The product is [C:1]([NH:4][C:5]1[CH:10]=[CH:9][C:8]([C:11](=[O:13])[CH2:12][Br:14])=[CH:7][CH:6]=1)(=[O:3])[CH3:2]. The yield is 0.750. (2) The reactants are Cl[C:2]1[S:3][C:4]2[CH:9]=[C:8]([C:10]3[CH:15]=[CH:14][C:13]([F:16])=[CH:12][CH:11]=3)[NH:7][C:5]=2[N:6]=1.[NH:17]1[CH2:22][CH2:21][O:20][CH2:19][CH2:18]1. No catalyst specified. The product is [F:16][C:13]1[CH:14]=[CH:15][C:10]([C:8]2[NH:7][C:5]3[N:6]=[C:2]([N:17]4[CH2:22][CH2:21][O:20][CH2:19][CH2:18]4)[S:3][C:4]=3[CH:9]=2)=[CH:11][CH:12]=1. The yield is 0.910. (3) The reactants are [C:1]([O:5][CH3:6])(=[O:4])[CH:2]=[CH2:3].[CH3:7][NH:8][CH2:9][CH2:10][CH2:11][CH2:12][CH2:13][CH2:14][CH2:15][CH2:16][CH2:17][CH3:18]. The catalyst is C1COCC1. The product is [CH2:9]([N:8]([CH3:7])[CH2:3][CH2:2][C:1]([O:5][CH3:6])=[O:4])[CH2:10][CH2:11][CH2:12][CH2:13][CH2:14][CH2:15][CH2:16][CH2:17][CH3:18]. The yield is 0.175. (4) The reactants are [F:1][C:2]1[CH:10]=[C:9]2[C:5]([C:6](I)=[CH:7][N:8]2[S:11]([C:14]2[CH:19]=[CH:18][CH:17]=[CH:16][CH:15]=2)(=[O:13])=[O:12])=[CH:4][CH:3]=1.CC1(C)C(C)(C)OB([C:29]2[CH:30]=[N:31][N:32]([C:34]([O:36][C:37]([CH3:40])([CH3:39])[CH3:38])=[O:35])[CH:33]=2)O1.[O-]P([O-])([O-])=O.[K+].[K+].[K+]. The catalyst is O1CCOCC1.O.C1C=CC(P(C2C=CC=CC=2)[C-]2C=CC=C2)=CC=1.C1C=CC(P(C2C=CC=CC=2)[C-]2C=CC=C2)=CC=1.Cl[Pd]Cl.[Fe+2]. The product is [F:1][C:2]1[CH:10]=[C:9]2[C:5]([C:6]([C:29]3[CH:30]=[N:31][N:32]([C:34]([O:36][C:37]([CH3:40])([CH3:39])[CH3:38])=[O:35])[CH:33]=3)=[CH:7][N:8]2[S:11]([C:14]2[CH:19]=[CH:18][CH:17]=[CH:16][CH:15]=2)(=[O:13])=[O:12])=[CH:4][CH:3]=1. The yield is 0.610. (5) The reactants are [C:1]1([CH2:7][N:8]2[CH2:13][CH2:12][N:11]([C:14]3[CH:22]=[CH:21][C:17]([C:18](O)=[O:19])=[CH:16][CH:15]=3)[CH2:10][CH2:9]2)[CH:6]=[CH:5][CH:4]=[CH:3][CH:2]=1.[O:23]1[CH2:28][CH2:27][CH2:26][CH2:25][CH:24]1[O:29][NH2:30].ON1C2C=CC=CC=2N=N1. The catalyst is C(Cl)Cl. The product is [C:1]1([CH2:7][N:8]2[CH2:9][CH2:10][N:11]([C:14]3[CH:15]=[CH:16][C:17]([C:18]([NH:30][O:29][CH:24]4[CH2:25][CH2:26][CH2:27][CH2:28][O:23]4)=[O:19])=[CH:21][CH:22]=3)[CH2:12][CH2:13]2)[CH:2]=[CH:3][CH:4]=[CH:5][CH:6]=1. The yield is 0.950.